Dataset: Full USPTO retrosynthesis dataset with 1.9M reactions from patents (1976-2016). Task: Predict the reactants needed to synthesize the given product. (1) The reactants are: O[C@@H:2]1[CH2:7][CH2:6][C@H:5]([O:8][CH2:9][C@@H:10]([NH:12][C:13](=[O:19])[O:14][C:15]([CH3:18])([CH3:17])[CH3:16])[CH3:11])[CH2:4][CH2:3]1.C1(P(C2C=CC=CC=2)C2C=CC=CC=2)C=CC=CC=1.C1(P([N:53]=[N+:54]=[N-:55])(C2C=CC=CC=2)=O)C=CC=CC=1.N(C(OC(C)C)=O)=NC(OC(C)C)=O. Given the product [N:53]([C@H:2]1[CH2:7][CH2:6][C@H:5]([O:8][CH2:9][C@@H:10]([NH:12][C:13](=[O:19])[O:14][C:15]([CH3:18])([CH3:17])[CH3:16])[CH3:11])[CH2:4][CH2:3]1)=[N+:54]=[N-:55], predict the reactants needed to synthesize it. (2) Given the product [F:18][C:4]([F:3])([CH3:17])[CH2:5][CH2:6][CH2:7][CH2:8][N:9]1[CH:13]=[C:12]([NH2:14])[CH:11]=[N:10]1, predict the reactants needed to synthesize it. The reactants are: N#N.[F:3][C:4]([F:18])([CH3:17])[CH2:5][CH2:6][CH2:7][CH2:8][N:9]1[CH:13]=[C:12]([N+:14]([O-])=O)[CH:11]=[N:10]1.[NH4+].[Cl-]. (3) The reactants are: [CH2:1]([N:8]([C@H:40]([CH:42]1[CH2:44][CH2:43]1)[CH3:41])[C:9](=[O:39])[CH2:10][N:11]1[C:36](=[O:37])[C@:14]2([C:22]3[C:17](=[CH:18][C:19]([NH:23][C:24](=[O:35])[C@H:25]([NH:27]C(=O)OC(C)(C)C)[CH3:26])=[CH:20][CH:21]=3)[CH2:16][CH2:15]2)[NH:13][C:12]1=[O:38])[C:2]1[CH:7]=[CH:6][CH:5]=[CH:4][CH:3]=1.C(O)(C(F)(F)F)=O. Given the product [NH2:27][C@H:25]([CH3:26])[C:24]([NH:23][C:19]1[CH:18]=[C:17]2[C:22](=[CH:21][CH:20]=1)[C@:14]1([C:36](=[O:37])[N:11]([CH2:10][C:9]([N:8]([CH2:1][C:2]3[CH:3]=[CH:4][CH:5]=[CH:6][CH:7]=3)[C@H:40]([CH:42]3[CH2:43][CH2:44]3)[CH3:41])=[O:39])[C:12](=[O:38])[NH:13]1)[CH2:15][CH2:16]2)=[O:35], predict the reactants needed to synthesize it.